Dataset: Skin sensitization/reaction prediction data. Task: Regression/Classification. Given a drug SMILES string, predict its toxicity properties. Task type varies by dataset: regression for continuous values (e.g., LD50, hERG inhibition percentage) or binary classification for toxic/non-toxic outcomes (e.g., AMES mutagenicity, cardiotoxicity, hepatotoxicity). Dataset: skin_reaction. (1) The molecule is CC1(C)CC(N)CC(C)(CN)C1. The result is 1 (causes skin reaction). (2) The compound is CCNc1nc(Cl)nc(NC(C)C)n1. The result is 0 (no skin reaction). (3) The compound is CCCCCCCCCCCCI. The result is 1 (causes skin reaction). (4) The drug is Clc1ccccc1. The result is 0 (no skin reaction). (5) The drug is O=C1C([PH](c2ccccc2)(c2ccccc2)c2ccccc2)CCN1c1ccccc1. The result is 0 (no skin reaction). (6) The molecule is CCCCCCCCCCCCCCCCCCBr. The result is 1 (causes skin reaction). (7) The molecule is C(CCCOCC1CO1)CCOCC1CO1. The result is 1 (causes skin reaction). (8) The drug is CCCCCC(=O)CC(=O)c1ccccc1. The result is 1 (causes skin reaction).